This data is from Full USPTO retrosynthesis dataset with 1.9M reactions from patents (1976-2016). The task is: Predict the reactants needed to synthesize the given product. (1) Given the product [CH3:21][O:22][C:23]([C@H:25]1[CH2:30][CH2:29][C@H:28]([CH2:31][NH:32][C:8]2[CH:13]=[C:12]([C:14]([F:17])([F:16])[F:15])[CH:11]=[CH:10][C:9]=2[N+:18]([O-:20])=[O:19])[CH2:27][CH2:26]1)=[O:24], predict the reactants needed to synthesize it. The reactants are: C([O-])([O-])=O.[K+].[K+].F[C:8]1[CH:13]=[C:12]([C:14]([F:17])([F:16])[F:15])[CH:11]=[CH:10][C:9]=1[N+:18]([O-:20])=[O:19].[CH3:21][O:22][C:23]([C@H:25]1[CH2:30][CH2:29][C@H:28]([CH2:31][NH2:32])[CH2:27][CH2:26]1)=[O:24]. (2) Given the product [C:3]([CH2:2][N:15]1[CH2:20][CH2:19][CH:18]([N:21]2[CH2:25][CH2:24][N:23]([CH2:26][CH2:27][CH2:28][N:29]3[CH2:34][CH2:33][CH2:32][CH2:31][CH2:30]3)[C:22]2=[C:35]([C:36]#[N:37])[C:38]#[N:39])[CH2:17][CH2:16]1)#[N:10], predict the reactants needed to synthesize it. The reactants are: C1(N)C(F)=C(F)C(F)=[C:3]([NH2:10])[C:2]=1F.Cl.Cl.[NH:15]1[CH2:20][CH2:19][CH:18]([N:21]2[CH2:25][CH2:24][N:23]([CH2:26][CH2:27][CH2:28][N:29]3[CH2:34][CH2:33][CH2:32][CH2:31][CH2:30]3)[C:22]2=[C:35]([C:38]#[N:39])[C:36]#[N:37])[CH2:17][CH2:16]1.ICC#N.O. (3) Given the product [NH2:1][C:2]([NH:4][C:5]1[C:6]([C:18]([NH2:20])=[O:19])=[N:7][N:8]([C:10]2[CH:15]=[CH:14][C:13]([C:26]3[CH:25]=[CH:24][CH:23]=[C:22]([OH:21])[CH:27]=3)=[C:12]([F:17])[CH:11]=2)[CH:9]=1)=[O:3], predict the reactants needed to synthesize it. The reactants are: [NH2:1][C:2]([NH:4][C:5]1[C:6]([C:18]([NH2:20])=[O:19])=[N:7][N:8]([C:10]2[CH:15]=[CH:14][C:13](Br)=[C:12]([F:17])[CH:11]=2)[CH:9]=1)=[O:3].[OH:21][C:22]1[CH:23]=[C:24](B(O)O)[CH:25]=[CH:26][CH:27]=1.C([O-])([O-])=O.[Cs+].[Cs+].N#N. (4) Given the product [C:5]1([CH:4]([C:11]2[CH:16]=[CH:15][CH:14]=[CH:13][CH:12]=2)[C:3]([N:2]([CH3:1])[C@@H:18]([C:25]2[CH:26]=[C:27]([NH:31][C:71](=[O:72])[CH2:70][O:69][CH2:68][CH2:67][O:66][CH2:65][CH2:64][O:63][CH2:62][CH2:61][O:60][CH2:59][CH2:58][O:57][CH2:56][CH2:55][O:54][CH3:53])[CH:28]=[CH:29][CH:30]=2)[CH2:19][N:20]2[CH2:24][CH2:23][CH2:22][CH2:21]2)=[O:17])[CH:10]=[CH:9][CH:8]=[CH:7][CH:6]=1, predict the reactants needed to synthesize it. The reactants are: [CH3:1][N:2]([C@@H:18]([C:25]1[CH:30]=[CH:29][CH:28]=[C:27]([NH2:31])[CH:26]=1)[CH2:19][N:20]1[CH2:24][CH2:23][CH2:22][CH2:21]1)[C:3](=[O:17])[CH:4]([C:11]1[CH:16]=[CH:15][CH:14]=[CH:13][CH:12]=1)[C:5]1[CH:10]=[CH:9][CH:8]=[CH:7][CH:6]=1.C(N(C(C)C)CC)(C)C.Cl.CN(C)CCCN=C=NCC.[CH3:53][O:54][CH2:55][CH2:56][O:57][CH2:58][CH2:59][O:60][CH2:61][CH2:62][O:63][CH2:64][CH2:65][O:66][CH2:67][CH2:68][O:69][CH2:70][C:71](O)=[O:72].